Task: Predict the reaction yield, written as a fraction of the theoretical maximum amount of product (1.0 means a 100% yield; for example, 0.34 means a 34% yield).. Dataset: Reaction yield outcomes from USPTO patents with 853,638 reactions (1) The reactants are [Br:1][C:2]1[CH:7]=[CH:6][C:5]([CH2:8]Br)=[C:4]([S:10]([CH3:13])(=[O:12])=[O:11])[CH:3]=1.[CH3:14][NH2:15].CO. No catalyst specified. The product is [Br:1][C:2]1[CH:7]=[CH:6][C:5]([CH2:8][NH:15][CH3:14])=[C:4]([S:10]([CH3:13])(=[O:12])=[O:11])[CH:3]=1. The yield is 0.800. (2) The reactants are C([O:3][C:4](=[O:20])[CH2:5][N:6]([C:8](=[O:19])[CH2:9][N:10]([C:12]([O:14][C:15]([CH3:18])([CH3:17])[CH3:16])=[O:13])[CH3:11])[CH3:7])C.[Li+].[OH-]. The catalyst is O.C1COCC1. The product is [C:15]([O:14][C:12]([N:10]([CH3:11])[CH2:9][C:8]([N:6]([CH2:5][C:4]([OH:20])=[O:3])[CH3:7])=[O:19])=[O:13])([CH3:18])([CH3:17])[CH3:16]. The yield is 0.900. (3) The catalyst is C(Cl)Cl. The yield is 0.990. The product is [N+:1]([C:4]1[CH:9]=[CH:8][CH:7]=[CH:6][C:5]=1[CH2:10][C:18](=[O:25])[CH2:19][CH2:20][C:21]([O:23][CH3:24])=[O:22])([O-:3])=[O:2]. The reactants are [N+:1]([C:4]1[CH:9]=[CH:8][CH:7]=[CH:6][C:5]=1[CH:10]([C:18](=[O:25])[CH2:19][CH2:20][C:21]([O:23][CH3:24])=[O:22])C(OC(C)(C)C)=O)([O-:3])=[O:2].FC(F)(F)C(O)=O.C([SiH](CC)CC)C. (4) The reactants are [Cl:1][C:2]1[N:3]=[CH:4][C:5]([NH2:8])=[N:6][CH:7]=1.[Br:9]N1C(=O)CCC1=O. The catalyst is ClCCl. The product is [Br:9][C:4]1[C:5]([NH2:8])=[N:6][CH:7]=[C:2]([Cl:1])[N:3]=1. The yield is 0.620. (5) The reactants are [Cl:1][C:2]1[C:7]([O:8][CH3:9])=[CH:6][C:5]([O:10][CH3:11])=[CH:4][C:3]=1[C:12]1[C:23](=[O:24])[N:22]([CH2:25][CH2:26][CH2:27][N:28]2[CH2:33][CH2:32][N:31](C(OC(C)(C)C)=O)[CH2:30][CH2:29]2)[C:15]2[N:16]=[C:17]([NH:20][CH3:21])[N:18]=[CH:19][C:14]=2[CH:13]=1.[OH-].[Na+]. The catalyst is Cl.O1CCOCC1.C(Cl)Cl.CC(O)C. The product is [Cl:1][C:2]1[C:7]([O:8][CH3:9])=[CH:6][C:5]([O:10][CH3:11])=[CH:4][C:3]=1[C:12]1[C:23](=[O:24])[N:22]([CH2:25][CH2:26][CH2:27][N:28]2[CH2:33][CH2:32][NH:31][CH2:30][CH2:29]2)[C:15]2[N:16]=[C:17]([NH:20][CH3:21])[N:18]=[CH:19][C:14]=2[CH:13]=1. The yield is 0.380. (6) The reactants are [Br:1][C:2]1[CH:7]=[CH:6][C:5]([C:8]2[CH:13]=[CH:12][CH:11]=[CH:10][C:9]=2[N+:14]([O-])=O)=[CH:4][CH:3]=1.P(OCC)(OCC)OCC.Cl.[OH-].[Na+]. The catalyst is O. The product is [Br:1][C:2]1[CH:7]=[CH:6][C:5]2[C:8]3[C:9](=[CH:10][CH:11]=[CH:12][CH:13]=3)[NH:14][C:4]=2[CH:3]=1. The yield is 0.650.